Dataset: Forward reaction prediction with 1.9M reactions from USPTO patents (1976-2016). Task: Predict the product of the given reaction. (1) Given the reactants [F:1][C:2]1[CH:24]=[CH:23][CH:22]=[CH:21][C:3]=1[CH2:4][C@H:5]1[CH2:10][C@H:9]([C:11]2[O:15][NH:14][C:13](=[O:16])[CH:12]=2)[CH2:8][CH2:7][N:6]1C(OC)=O, predict the reaction product. The product is: [F:1][C:2]1[CH:24]=[CH:23][CH:22]=[CH:21][C:3]=1[CH2:4][C@H:5]1[CH2:10][C@H:9]([C:11]2[O:15][NH:14][C:13](=[O:16])[CH:12]=2)[CH2:8][CH2:7][NH:6]1. (2) Given the reactants [H-].[Na+].C[O:4][C:5](=O)[C:6]1[CH:11]=[CH:10][C:9]([Cl:12])=[CH:8][C:7]=1[NH:13][C:14](=[O:26])[CH:15]([C:17]1[CH:22]=[CH:21][C:20]([N+:23]([O-:25])=[O:24])=[CH:19][CH:18]=1)[CH3:16].Cl, predict the reaction product. The product is: [Cl:12][C:9]1[CH:8]=[C:7]2[C:6]([C:5](=[O:4])[C:15]([CH3:16])([C:17]3[CH:18]=[CH:19][C:20]([N+:23]([O-:25])=[O:24])=[CH:21][CH:22]=3)[C:14](=[O:26])[NH:13]2)=[CH:11][CH:10]=1. (3) Given the reactants [S:1]1[C:5]2[CH:6]=[CH:7][CH:8]=[CH:9][C:4]=2[N:3]=[C:2]1[NH:10][C:11]([C:13]1[CH:14]=[CH:15][CH:16]=[C:17]2[C:22]=1[CH2:21][N:20]([C:23]1[S:24][C:25]([CH2:32][CH2:33][CH2:34][OH:35])=[C:26]([C:28]([O:30][CH3:31])=[O:29])[N:27]=1)[CH2:19][CH2:18]2)=[O:12].[S:36](Cl)([C:39]1[CH:45]=[CH:44][C:42]([CH3:43])=[CH:41][CH:40]=1)(=[O:38])=[O:37], predict the reaction product. The product is: [S:1]1[C:5]2[CH:6]=[CH:7][CH:8]=[CH:9][C:4]=2[N:3]=[C:2]1[NH:10][C:11]([C:13]1[CH:14]=[CH:15][CH:16]=[C:17]2[C:22]=1[CH2:21][N:20]([C:23]1[S:24][C:25]([CH2:32][CH2:33][CH2:34][O:35][S:36]([C:39]3[CH:45]=[CH:44][C:42]([CH3:43])=[CH:41][CH:40]=3)(=[O:38])=[O:37])=[C:26]([C:28]([O:30][CH3:31])=[O:29])[N:27]=1)[CH2:19][CH2:18]2)=[O:12].